From a dataset of Full USPTO retrosynthesis dataset with 1.9M reactions from patents (1976-2016). Predict the reactants needed to synthesize the given product. (1) The reactants are: [Cl:1][C:2]1[CH:3]=[C:4]([CH:13]=[CH:14][CH:15]=1)[NH:5][CH2:6][C:7]1[S:11][CH:10]=[N:9][C:8]=1[CH3:12].[I-].[K+].Br[CH2:19][C:20]1[C:29]2[C:24](=[C:25]([F:30])[CH:26]=[CH:27][CH:28]=2)[NH:23][C:22](=[O:31])[CH:21]=1.O. Given the product [Cl:1][C:2]1[CH:3]=[C:4]([N:5]([CH2:19][C:20]2[C:29]3[C:24](=[C:25]([F:30])[CH:26]=[CH:27][CH:28]=3)[NH:23][C:22](=[O:31])[CH:21]=2)[CH2:6][C:7]2[S:11][CH:10]=[N:9][C:8]=2[CH3:12])[CH:13]=[CH:14][CH:15]=1, predict the reactants needed to synthesize it. (2) Given the product [CH2:1]([N:8]1[C:13](=[O:14])[CH:12]=[C:11]([CH:15]=[O:19])[NH:10][C:9]1=[O:16])[C:2]1[CH:3]=[CH:4][CH:5]=[CH:6][CH:7]=1, predict the reactants needed to synthesize it. The reactants are: [CH2:1]([N:8]1[C:13](=[O:14])[CH:12]=[C:11]([CH3:15])[NH:10][C:9]1=[O:16])[C:2]1[CH:7]=[CH:6][CH:5]=[CH:4][CH:3]=1.C(O)(=[O:19])C. (3) Given the product [C:21]([C:25]1[CH:30]=[C:29]([CH2:31][OH:32])[C:28]([CH3:33])=[CH:27][C:26]=1[S:34][C:3]1[C:4](=[O:20])[O:5][C:6]([CH2:11][CH2:12][C:13]2[CH:17]=[CH:16][S:15][C:14]=2[CH2:18][OH:19])([CH:8]([CH3:9])[CH3:10])[CH2:7][C:2]=1[OH:1])([CH3:24])([CH3:23])[CH3:22], predict the reactants needed to synthesize it. The reactants are: [OH:1][C:2]1[CH2:7][C:6]([CH2:11][CH2:12][C:13]2[CH:17]=[CH:16][S:15][C:14]=2[CH2:18][OH:19])([CH:8]([CH3:10])[CH3:9])[O:5][C:4](=[O:20])[CH:3]=1.[C:21]([C:25]1[CH:30]=[C:29]([CH2:31][OH:32])[C:28]([CH3:33])=[CH:27][C:26]=1[S:34]S(C1C=CC(C)=CC=1)(=O)=O)([CH3:24])([CH3:23])[CH3:22].CCN(CC)CC. (4) Given the product [F:1][C:2]1[CH:3]=[C:4](/[CH:8]=[CH:9]/[C:10]2[CH:11]=[CH:12][C:13]([NH2:16])=[CH:14][CH:15]=2)[CH:5]=[CH:6][CH:7]=1, predict the reactants needed to synthesize it. The reactants are: [F:1][C:2]1[CH:7]=[CH:6][CH:5]=[C:4](/[CH:8]=[CH:9]/[C:10]2[CH:15]=[CH:14][C:13]([N+:16]([O-])=O)=[CH:12][CH:11]=2)[CH:3]=1.